This data is from NCI-60 drug combinations with 297,098 pairs across 59 cell lines. The task is: Regression. Given two drug SMILES strings and cell line genomic features, predict the synergy score measuring deviation from expected non-interaction effect. (1) Drug 1: CCN(CC)CCNC(=O)C1=C(NC(=C1C)C=C2C3=C(C=CC(=C3)F)NC2=O)C. Drug 2: N.N.Cl[Pt+2]Cl. Cell line: HT29. Synergy scores: CSS=32.3, Synergy_ZIP=-3.53, Synergy_Bliss=-2.35, Synergy_Loewe=-4.74, Synergy_HSA=-2.68. (2) Drug 1: C1=C(C(=O)NC(=O)N1)N(CCCl)CCCl. Drug 2: CC1C(C(CC(O1)OC2CC(CC3=C2C(=C4C(=C3O)C(=O)C5=CC=CC=C5C4=O)O)(C(=O)C)O)N)O. Cell line: TK-10. Synergy scores: CSS=70.7, Synergy_ZIP=6.28, Synergy_Bliss=6.67, Synergy_Loewe=8.75, Synergy_HSA=9.51.